Dataset: Full USPTO retrosynthesis dataset with 1.9M reactions from patents (1976-2016). Task: Predict the reactants needed to synthesize the given product. (1) Given the product [CH3:26][S:27]([N:23]1[CH2:24][CH2:25][CH:20]([C:11]2[C:10]3[C:14](=[C:15]([C:17]([NH2:19])=[O:18])[CH:16]=[C:8]([C:2]4[CH:3]=[CH:4][CH:5]=[CH:6][CH:7]=4)[CH:9]=3)[NH:13][N:12]=2)[CH2:21][CH2:22]1)(=[O:29])=[O:28], predict the reactants needed to synthesize it. The reactants are: Cl.[C:2]1([C:8]2[CH:9]=[C:10]3[C:14](=[C:15]([C:17]([NH2:19])=[O:18])[CH:16]=2)[NH:13][N:12]=[C:11]3[CH:20]2[CH2:25][CH2:24][NH:23][CH2:22][CH2:21]2)[CH:7]=[CH:6][CH:5]=[CH:4][CH:3]=1.[CH3:26][S:27](Cl)(=[O:29])=[O:28].C(N(CC)CC)C. (2) Given the product [OH:27][CH2:26][C:25]([N:22]1[CH2:23][CH2:24][CH:19]([NH:18][C:16](=[O:17])[O:15][C:11]([CH3:14])([CH3:13])[CH3:12])[CH2:20][CH2:21]1)([CH3:32])[CH3:31], predict the reactants needed to synthesize it. The reactants are: [H-].C([Al+]CC(C)C)C(C)C.[C:11]([O:15][C:16]([NH:18][CH:19]1[CH2:24][CH2:23][N:22]([C:25]([CH3:32])([CH3:31])[C:26](OCC)=[O:27])[CH2:21][CH2:20]1)=[O:17])([CH3:14])([CH3:13])[CH3:12]. (3) Given the product [ClH:1].[CH3:24][N:3]([CH3:2])[CH:4]1[CH2:9][CH2:8][N:7]([C:10](=[O:23])[CH2:11][CH2:12][C:13]2[N:14]([CH2:18][CH2:19][C:20]([OH:22])=[O:21])[CH:15]=[CH:16][N:17]=2)[CH2:6][CH2:5]1, predict the reactants needed to synthesize it. The reactants are: [ClH:1].[CH3:2][N:3]([CH3:24])[CH:4]1[CH2:9][CH2:8][N:7]([C:10](=[O:23])[CH2:11][CH2:12][C:13]2[N:14]([CH2:18][CH2:19][C:20]([OH:22])=[O:21])[CH:15]=[CH:16][N:17]=2)[CH2:6][CH2:5]1.